Dataset: Reaction yield outcomes from USPTO patents with 853,638 reactions. Task: Predict the reaction yield, written as a fraction of the theoretical maximum amount of product (1.0 means a 100% yield; for example, 0.34 means a 34% yield). (1) The reactants are [O:1]1[CH:5]=[CH:4][C:3]([C@H:6]([C:12]2[CH:17]=[CH:16][C:15]([O:18][CH2:19][C:20]3[S:21][C:22]([C:26]4[CH:31]=[CH:30][C:29]([C:32]([F:35])([F:34])[F:33])=[CH:28][CH:27]=4)=[CH:23][C:24]=3[CH3:25])=[CH:14][CH:13]=2)[CH2:7][C:8]([O:10]C)=[O:9])=[N:2]1.[Li+].[OH-]. The catalyst is C1COCC1.CO. The product is [O:1]1[CH:5]=[CH:4][C:3]([C@H:6]([C:12]2[CH:13]=[CH:14][C:15]([O:18][CH2:19][C:20]3[S:21][C:22]([C:26]4[CH:27]=[CH:28][C:29]([C:32]([F:35])([F:33])[F:34])=[CH:30][CH:31]=4)=[CH:23][C:24]=3[CH3:25])=[CH:16][CH:17]=2)[CH2:7][C:8]([OH:10])=[O:9])=[N:2]1. The yield is 0.700. (2) The reactants are [C:1]([O:4][C:5]1[S:13][C:12]2[CH2:11][CH2:10][N:9]([CH:14]([C:22]([CH:24]3[CH2:26][CH2:25]3)=[O:23])[C:15]3[CH:20]=[CH:19][CH:18]=[CH:17][C:16]=3[F:21])[CH2:8][C:7]=2[CH:6]=1)(=[O:3])[CH3:2].[S:27](=[O:31])(=[O:30])([OH:29])[OH:28]. The catalyst is CC(C)=O. The product is [S:27](=[O:29])(=[O:28])([OH:31])[OH:30].[C:1]([O:4][C:5]1[S:13][C:12]2[CH2:11][CH2:10][N:9]([CH:14]([C:22]([CH:24]3[CH2:26][CH2:25]3)=[O:23])[C:15]3[CH:20]=[CH:19][CH:18]=[CH:17][C:16]=3[F:21])[CH2:8][C:7]=2[CH:6]=1)(=[O:3])[CH3:2]. The yield is 0.723.